From a dataset of Forward reaction prediction with 1.9M reactions from USPTO patents (1976-2016). Predict the product of the given reaction. Given the reactants Br[C:2]1[CH:3]=[C:4]([CH2:8][C:9]([O:11][CH3:12])=[O:10])[CH:5]=[N:6][CH:7]=1.[F:13][C:14]([F:25])([F:24])[C:15]1[CH:20]=[CH:19][C:18](B(O)O)=[CH:17][CH:16]=1.C(=O)([O-])[O-].[Na+].[Na+].O, predict the reaction product. The product is: [F:13][C:14]([F:25])([F:24])[C:15]1[CH:20]=[CH:19][C:18]([C:2]2[CH:3]=[C:4]([CH2:8][C:9]([O:11][CH3:12])=[O:10])[CH:5]=[N:6][CH:7]=2)=[CH:17][CH:16]=1.